From a dataset of Reaction yield outcomes from USPTO patents with 853,638 reactions. Predict the reaction yield, written as a fraction of the theoretical maximum amount of product (1.0 means a 100% yield; for example, 0.34 means a 34% yield). (1) The reactants are OC(C(F)(F)F)=O.[CH3:8][N:9]([CH3:29])[C@H:10]([C:22]1[CH:27]=[CH:26][CH:25]=[CH:24][C:23]=1[F:28])[C:11]([O:13][C@H](C1C=CC=CC=1)C)=[O:12]. The catalyst is C(O)C.[OH-].[OH-].[Pd+2]. The product is [CH3:8][N:9]([CH3:29])[C@H:10]([C:22]1[CH:27]=[CH:26][CH:25]=[CH:24][C:23]=1[F:28])[C:11]([OH:13])=[O:12]. The yield is 0.980. (2) The reactants are [NH:1]1[C:9]2[C:4](=[CH:5][CH:6]=[CH:7][CH:8]=2)[CH:3]=[C:2]1[C:10]1[C:11]([O:32][CH3:33])=[CH:12][C:13]([O:30][CH3:31])=[C:14](/[CH:16]=[CH:17]/[C:18]([C:20]2[CH:25]=[CH:24][C:23]([S:26]([NH2:29])(=[O:28])=[O:27])=[CH:22][CH:21]=2)=[O:19])[CH:15]=1.CCN(CC)CC.[CH3:41][C:42](OC(C)=O)=[O:43]. The catalyst is CN(C1C=CN=CC=1)C.C1COCC1. The product is [C:42]([NH:29][S:26]([C:23]1[CH:22]=[CH:21][C:20]([C:18](=[O:19])/[CH:17]=[CH:16]/[C:14]2[CH:15]=[C:10]([C:2]3[NH:1][C:9]4[C:4]([CH:3]=3)=[CH:5][CH:6]=[CH:7][CH:8]=4)[C:11]([O:32][CH3:33])=[CH:12][C:13]=2[O:30][CH3:31])=[CH:25][CH:24]=1)(=[O:28])=[O:27])(=[O:43])[CH3:41]. The yield is 0.620. (3) The reactants are [C:1]([O:5][C:6]([NH:8][C:9]1[CH:14]=[CH:13][C:12]([C:15]#[N:16])=[CH:11][C:10]=1[C:17]#[C:18][C:19]1[CH:20]=[C:21]([NH:25][C:26](=[O:32])[O:27][C:28]([CH3:31])([CH3:30])[CH3:29])[CH:22]=[N:23][CH:24]=1)=[O:7])([CH3:4])([CH3:3])[CH3:2]. The catalyst is [Pd].CO. The product is [C:1]([O:5][C:6]([NH:8][C:9]1[CH:14]=[CH:13][C:12]([C:15]#[N:16])=[CH:11][C:10]=1[CH2:17][CH2:18][C:19]1[CH:20]=[C:21]([NH:25][C:26](=[O:32])[O:27][C:28]([CH3:31])([CH3:30])[CH3:29])[CH:22]=[N:23][CH:24]=1)=[O:7])([CH3:4])([CH3:3])[CH3:2]. The yield is 0.990. (4) The reactants are [OH:1][C@@H:2]1[CH2:10][C:9]2[C:4](=[CH:5][CH:6]=[CH:7][CH:8]=2)[C@H:3]1[O:11][C:12]1[C:13]2[N:14]([C:21]([CH3:25])=[C:22]([CH3:24])[N:23]=2)[CH:15]=[C:16]([C:18](O)=[O:19])[CH:17]=1.F[B-](F)(F)F.N1(O[C:41](N(C)C)=[N+:42](C)[CH3:43])C2C=CC=CC=2N=N1.CNC.C(=O)([O-])O.[Na+]. The catalyst is ClCCl. The product is [OH:1][C@@H:2]1[CH2:10][C:9]2[C:4](=[CH:5][CH:6]=[CH:7][CH:8]=2)[C@H:3]1[O:11][C:12]1[C:13]2[N:14]([C:21]([CH3:25])=[C:22]([CH3:24])[N:23]=2)[CH:15]=[C:16]([C:18]([N:42]([CH3:43])[CH3:41])=[O:19])[CH:17]=1. The yield is 0.570. (5) The reactants are [NH2:1][C:2]1[O:3][C:4]([C:7]([C:9]2[CH:14]=[CH:13][C:12]([F:15])=[CH:11][CH:10]=2)=O)=[CH:5][N:6]=1.O.[CH3:17][NH2:18]. The catalyst is C(O)(C)(C)C. The product is [F:15][C:12]1[CH:13]=[CH:14][C:9]([C:7]2[C:4]([OH:3])=[CH:5][N:6]=[C:2]([NH:18][CH3:17])[N:1]=2)=[CH:10][CH:11]=1. The yield is 0.660. (6) The yield is 0.840. The catalyst is O. The product is [CH3:25][C:13]1[C:12]([C:10]2[CH:9]=[CH:8][C:6]3[O:7][C:2]([CH3:1])([CH3:22])[CH2:3][NH:4][C:5]=3[N:11]=2)=[CH:21][CH:20]=[CH:19][C:14]=1[C:15]([OH:17])=[O:16]. The reactants are [CH3:1][C:2]1([CH3:22])[O:7][C:6]2[CH:8]=[CH:9][C:10]([C:12]3[CH:13]=[C:14]([CH:19]=[CH:20][CH:21]=3)[C:15]([O:17]C)=[O:16])=[N:11][C:5]=2[NH:4][CH2:3]1.CO.[CH2:25]1COCC1.O[Li].O.